From a dataset of Full USPTO retrosynthesis dataset with 1.9M reactions from patents (1976-2016). Predict the reactants needed to synthesize the given product. (1) Given the product [CH3:29][C@H:4]1[CH2:3][C@@H:2]([NH:1][C:31]2[CH:36]=[N:35][C:34]([CH3:37])=[CH:33][N:32]=2)[C:11]2[C:6](=[CH:7][CH:8]=[C:9]([C:12]3[CH:13]=[N:14][C:15]([C:18]([N:20]4[CH2:25][CH2:24][O:23][CH2:22][CH2:21]4)=[O:19])=[CH:16][CH:17]=3)[CH:10]=2)[N:5]1[C:26](=[O:28])[CH3:27], predict the reactants needed to synthesize it. The reactants are: [NH2:1][C@H:2]1[C:11]2[C:6](=[CH:7][CH:8]=[C:9]([C:12]3[CH:13]=[N:14][C:15]([C:18]([N:20]4[CH2:25][CH2:24][O:23][CH2:22][CH2:21]4)=[O:19])=[CH:16][CH:17]=3)[CH:10]=2)[N:5]([C:26](=[O:28])[CH3:27])[C@@H:4]([CH3:29])[CH2:3]1.Br[C:31]1[CH:36]=[N:35][C:34]([CH3:37])=[CH:33][N:32]=1.COC1C2C=CNC=2N=C(N)N=1.CC(C)([O-])C.[Na+]. (2) Given the product [C:15]([N:10]1[C:11]2[C:7](=[CH:6][C:5]([C:1](=[O:4])[CH2:2][CH3:3])=[CH:13][CH:12]=2)[C:8](=[C:25]([O:24][CH2:23][CH3:22])[C:26]2[CH:31]=[CH:30][CH:29]=[CH:28][CH:27]=2)[C:9]1=[O:14])(=[O:17])[CH3:16], predict the reactants needed to synthesize it. The reactants are: [C:1]([C:5]1[CH:6]=[C:7]2[C:11](=[CH:12][CH:13]=1)[NH:10][C:9](=[O:14])[CH2:8]2)(=[O:4])[CH2:2][CH3:3].[C:15](OC(=O)C)(=[O:17])[CH3:16].[CH3:22][CH2:23][O:24][C:25](OCC)(OCC)[C:26]1[CH:31]=[CH:30][CH:29]=[CH:28][CH:27]=1. (3) Given the product [F:1][C:2]1[CH:7]=[CH:6][CH:5]=[C:4]([F:8])[C:3]=1[CH2:9][C:11]1[CH:16]=[CH:15][C:14]([OH:17])=[C:13]([O:18][CH3:19])[CH:12]=1, predict the reactants needed to synthesize it. The reactants are: [F:1][C:2]1[CH:7]=[CH:6][CH:5]=[C:4]([F:8])[C:3]=1[CH:9]([C:11]1[CH:16]=[CH:15][C:14]([OH:17])=[C:13]([O:18][CH3:19])[CH:12]=1)O.[SiH](CC)(CC)CC.B(F)(F)F.CCOCC.